From a dataset of Peptide-MHC class I binding affinity with 185,985 pairs from IEDB/IMGT. Regression. Given a peptide amino acid sequence and an MHC pseudo amino acid sequence, predict their binding affinity value. This is MHC class I binding data. The peptide sequence is ITANPIVTDK. The MHC is HLA-A68:01 with pseudo-sequence HLA-A68:01. The binding affinity (normalized) is 0.658.